From a dataset of Forward reaction prediction with 1.9M reactions from USPTO patents (1976-2016). Predict the product of the given reaction. (1) Given the reactants Br[C:2]1[C:10]2[C:9]([NH:11][C@H:12]([C:14]3[N:19]([C:20]4[CH:25]=[CH:24][CH:23]=[CH:22][CH:21]=4)[C:18](=[O:26])[C:17]4=[C:27]([CH3:30])[CH:28]=[CH:29][N:16]4[N:15]=3)[CH3:13])=[N:8][CH:7]=[N:6][C:5]=2[N:4]([CH2:31][O:32][CH2:33][CH2:34][Si:35]([CH3:38])([CH3:37])[CH3:36])[CH:3]=1.[CH3:39][NH:40][S:41]([C:44]1[CH:45]=[C:46](B(O)O)[CH:47]=[CH:48][CH:49]=1)(=[O:43])=[O:42].C(=O)([O-])[O-].[Na+].[Na+], predict the reaction product. The product is: [CH3:39][NH:40][S:41]([C:44]1[CH:49]=[CH:48][CH:47]=[C:46]([C:2]2[C:10]3[C:9]([NH:11][C@H:12]([C:14]4[N:19]([C:20]5[CH:25]=[CH:24][CH:23]=[CH:22][CH:21]=5)[C:18](=[O:26])[C:17]5=[C:27]([CH3:30])[CH:28]=[CH:29][N:16]5[N:15]=4)[CH3:13])=[N:8][CH:7]=[N:6][C:5]=3[N:4]([CH2:31][O:32][CH2:33][CH2:34][Si:35]([CH3:38])([CH3:37])[CH3:36])[CH:3]=2)[CH:45]=1)(=[O:42])=[O:43]. (2) Given the reactants [CH:1]([N:4]1[CH:8]=[C:7](B2OC(C)(C)C(C)(C)O2)[CH:6]=[N:5]1)([CH3:3])[CH3:2].[Cl:18][C:19]1[CH:24]=[CH:23][C:22](I)=[CH:21][CH:20]=1.[O-]P([O-])([O-])=O.[K+].[K+].[K+], predict the reaction product. The product is: [Cl:18][C:19]1[CH:24]=[CH:23][C:22]([C:7]2[CH:6]=[N:5][N:4]([CH:1]([CH3:2])[CH3:3])[CH:8]=2)=[CH:21][CH:20]=1.